This data is from Peptide-MHC class I binding affinity with 185,985 pairs from IEDB/IMGT. The task is: Regression. Given a peptide amino acid sequence and an MHC pseudo amino acid sequence, predict their binding affinity value. This is MHC class I binding data. (1) The peptide sequence is NHFNVELSL. The MHC is HLA-B38:01 with pseudo-sequence HLA-B38:01. The binding affinity (normalized) is 0.804. (2) The peptide sequence is NHINVELPL. The MHC is Mamu-A07 with pseudo-sequence Mamu-A07. The binding affinity (normalized) is 0.617. (3) The peptide sequence is QPYPQPQPF. The MHC is HLA-B07:02 with pseudo-sequence HLA-B07:02. The binding affinity (normalized) is 0.343. (4) The binding affinity (normalized) is 0.509. The peptide sequence is FAHVALCAI. The MHC is H-2-Db with pseudo-sequence H-2-Db. (5) The peptide sequence is MLGNAPSVV. The MHC is HLA-A02:01 with pseudo-sequence HLA-A02:01. The binding affinity (normalized) is 0.499.